From a dataset of Forward reaction prediction with 1.9M reactions from USPTO patents (1976-2016). Predict the product of the given reaction. Given the reactants [Cl:1][C:2]1[CH:3]=[C:4]([NH:9][CH2:10][C:11]([OH:13])=O)[CH:5]=[C:6]([F:8])[CH:7]=1.C1C=CC2N(O)N=NC=2C=1.CCN=C=NCCCN(C)C.Cl.[NH:36]1[CH2:41][CH2:40][CH2:39][C@H:38]([O:42][C:43]2[C:44]3[CH:51]=[CH:50][NH:49][C:45]=3[N:46]=[CH:47][N:48]=2)[CH2:37]1.CCN(CC)CC, predict the reaction product. The product is: [N:46]1[C:45]2[NH:49][CH:50]=[CH:51][C:44]=2[C:43]([O:42][C@H:38]2[CH2:39][CH2:40][CH2:41][N:36]([C:11](=[O:13])[CH2:10][NH:9][C:4]3[CH:5]=[C:6]([F:8])[CH:7]=[C:2]([Cl:1])[CH:3]=3)[CH2:37]2)=[N:48][CH:47]=1.